This data is from Full USPTO retrosynthesis dataset with 1.9M reactions from patents (1976-2016). The task is: Predict the reactants needed to synthesize the given product. Given the product [C:1]([N:8]1[C@H:12]([CH3:13])[CH2:11][CH2:10][C@H:9]1[CH2:14][O:15][C:36]1[CH:45]=[CH:44][C:39]([C:40]([O:42][CH3:43])=[O:41])=[CH:38][CH:37]=1)([O:3][C:4]([CH3:6])([CH3:7])[CH3:5])=[O:2], predict the reactants needed to synthesize it. The reactants are: [C:1]([N:8]1[C@H:12]([CH3:13])[CH2:11][CH2:10][C@H:9]1[CH2:14][OH:15])([O:3][C:4]([CH3:7])([CH3:6])[CH3:5])=[O:2].C1(P(C2C=CC=CC=2)C2C=CC=CC=2)C=CC=CC=1.O[C:36]1[CH:45]=[CH:44][C:39]([C:40]([O:42][CH3:43])=[O:41])=[CH:38][CH:37]=1.N(C(OC(C)C)=O)=NC(OC(C)C)=O.